The task is: Predict the product of the given reaction.. This data is from Forward reaction prediction with 1.9M reactions from USPTO patents (1976-2016). Given the reactants [CH3:1][C:2]1[CH:7]=[CH:6][CH:5]=[C:4]([CH3:8])[C:3]=1[C:9]1[CH:14]=[CH:13][CH:12]=[C:11]([CH:15]2[CH2:24][CH2:23][C:22]3[C:17](=[CH:18][CH:19]=[C:20]([CH:25]([C:31]#[C:32][CH3:33])[CH2:26][C:27]([O:29]C)=[O:28])[CH:21]=3)[O:16]2)[CH:10]=1.[Li+].[OH-].Cl, predict the reaction product. The product is: [CH3:1][C:2]1[CH:7]=[CH:6][CH:5]=[C:4]([CH3:8])[C:3]=1[C:9]1[CH:14]=[CH:13][CH:12]=[C:11]([CH:15]2[CH2:24][CH2:23][C:22]3[C:17](=[CH:18][CH:19]=[C:20]([CH:25]([C:31]#[C:32][CH3:33])[CH2:26][C:27]([OH:29])=[O:28])[CH:21]=3)[O:16]2)[CH:10]=1.